Dataset: Forward reaction prediction with 1.9M reactions from USPTO patents (1976-2016). Task: Predict the product of the given reaction. (1) Given the reactants [CH3:1][C:2]1[NH:6][N:5]=[C:4]([NH2:7])[CH:3]=1.C([O-])([O-])=O.[K+].[K+].Cl[CH2:15][C:16]([N:18]1[CH2:23][CH2:22][N:21]([C:24]2[CH:29]=[CH:28][C:27]([F:30])=[CH:26][CH:25]=2)[CH2:20][CH2:19]1)=[O:17].CN(C=O)C, predict the reaction product. The product is: [NH2:7][C:4]1[CH:3]=[C:2]([CH3:1])[N:6]([CH2:15][C:16]([N:18]2[CH2:19][CH2:20][N:21]([C:24]3[CH:29]=[CH:28][C:27]([F:30])=[CH:26][CH:25]=3)[CH2:22][CH2:23]2)=[O:17])[N:5]=1. (2) Given the reactants [CH2:1]([NH:5][C:6]([C:8]1[CH:9]=[C:10]2[C:18](=[CH:19][CH:20]=1)[NH:17][C:16]1[C:15](=[O:21])[CH2:14][CH2:13][CH2:12][C:11]2=1)=[O:7])[CH:2](C)C, predict the reaction product. The product is: [CH3:6][N:5]1[CH2:1][CH2:2][N:5]([C:6]([C:8]2[CH:9]=[C:10]3[C:18](=[CH:19][CH:20]=2)[NH:17][C:16]2[C:15](=[O:21])[CH2:14][CH2:13][CH2:12][C:11]3=2)=[O:7])[CH2:1][CH2:2]1. (3) Given the reactants N1C=CC=N1.[C:6]1(=O)[NH:10][C:9](=O)[CH:8]=[CH:7]1.[H][H].Br[C:16]1[C:17]([O:19][C:20](=O)[CH:21]=1)=O.[C:23](O)(=[O:25])C, predict the reaction product. The product is: [CH3:23][O:25][C:16]1[CH:21]=[C:20]([O:19][CH3:17])[CH:6]=[CH:7][C:8]=1[CH2:9][NH2:10]. (4) Given the reactants [C:1]12([NH:6][C:7]([C:9]3[CH:10]=[C:11]([C:16]4[CH:17]=[C:18]5[C:27]([C:28]([NH:30][CH3:31])=[O:29])=[C:26]([C:32]6[CH:37]=[CH:36][C:35]([F:38])=[CH:34][CH:33]=6)[O:25][C:19]5=[N:20][C:21]=4/[CH:22]=[CH:23]/[CH3:24])[CH:12]=[CH:13][C:14]=3[F:15])=[O:8])[CH2:5][CH:3]([CH2:4]1)[CH2:2]2.N#N, predict the reaction product. The product is: [C:1]12([NH:6][C:7]([C:9]3[CH:10]=[C:11]([C:16]4[CH:17]=[C:18]5[C:27]([C:28]([NH:30][CH3:31])=[O:29])=[C:26]([C:32]6[CH:33]=[CH:34][C:35]([F:38])=[CH:36][CH:37]=6)[O:25][C:19]5=[N:20][C:21]=4[CH2:22][CH2:23][CH3:24])[CH:12]=[CH:13][C:14]=3[F:15])=[O:8])[CH2:5][CH:3]([CH2:4]1)[CH2:2]2. (5) Given the reactants BrBr.[CH3:3][C@@H:4]1[O:9][C@@H:8]([O:10][C@@H:11]2[C:16]3=[C:17]([OH:34])[C:18]4[C:30](=[O:31])[C:29]5[C:24](=[CH:25][CH:26]=[CH:27][C:28]=5[O:32][CH3:33])[C:22](=[O:23])[C:19]=4[C:20]([OH:21])=[C:15]3[CH2:14][C@@:13]([OH:39])([C:35]([CH2:37]O)=[O:36])[CH2:12]2)[CH2:7][C@H:6]([NH2:40])[C@H:5]1[OH:41], predict the reaction product. The product is: [CH3:3][C@@H:4]1[O:9][C@@H:8]([O:10][C@@H:11]2[C:16]3[C:15](=[C:20]([OH:21])[C:19]4[C:22](=[O:23])[C:24]5[CH:25]=[CH:26][CH:27]=[C:28]([O:32][CH3:33])[C:29]=5[C:30](=[O:31])[C:18]=4[C:17]=3[OH:34])[CH2:14][C@@:13]([OH:39])([C:35]([CH3:37])=[O:36])[CH2:12]2)[CH2:7][C@H:6]([NH2:40])[C@H:5]1[OH:41]. (6) Given the reactants [N:1]1([C:7]2[C:8]3[NH:22][CH:21]=[C:20]([CH:23]4[CH2:28][CH2:27][NH:26][CH2:25][CH2:24]4)[C:9]=3[N:10]=[C:11]([C:13]3[CH:14]=[C:15]([OH:19])[CH:16]=[CH:17][CH:18]=3)[N:12]=2)[CH2:6][CH2:5][O:4][CH2:3][CH2:2]1.[C:29](O)([C:31]([F:34])(F)F)=O, predict the reaction product. The product is: [F:34][C:31]1[CH:29]=[CH:7][CH:8]=[CH:9][C:20]=1[CH2:21][N:26]1[CH2:27][CH2:28][CH:23]([C:20]2[C:9]3[N:10]=[C:11]([C:13]4[CH:14]=[C:15]([OH:19])[CH:16]=[CH:17][CH:18]=4)[N:12]=[C:7]([N:1]4[CH2:6][CH2:5][O:4][CH2:3][CH2:2]4)[C:8]=3[NH:22][CH:21]=2)[CH2:24][CH2:25]1. (7) Given the reactants C1C2[C:10]3=[CH:12]C4C=CC(C(N)=O)=[CH:17][C:18]=4[N:9]3C=CCC=2C=CC=1.C1C2C3=CC4C=C[C:37]([C:40](O)=O)=CC=4N3C=CCC=2C=CC=1.C(Cl)(=O)C(Cl)=[O:45].CCN(P1(N(C)CCCN1C)=NC(C)(C)C)CC.CN[S:69](NC)(=[O:71])=[O:70].Cl, predict the reaction product. The product is: [CH:37]([S:69]([N:9]1[CH2:10][CH2:12][O:45][CH2:17][CH2:18]1)(=[O:71])=[O:70])=[CH2:40].